From a dataset of Peptide-MHC class II binding affinity with 134,281 pairs from IEDB. Regression. Given a peptide amino acid sequence and an MHC pseudo amino acid sequence, predict their binding affinity value. This is MHC class II binding data. (1) The binding affinity (normalized) is 0.617. The peptide sequence is RSRPRRTTRRMDRRT. The MHC is DRB1_1001 with pseudo-sequence DRB1_1001. (2) The peptide sequence is KLPINALSNSLLRHH. The MHC is DRB1_1501 with pseudo-sequence DRB1_1501. The binding affinity (normalized) is 0.